This data is from NCI-60 drug combinations with 297,098 pairs across 59 cell lines. The task is: Regression. Given two drug SMILES strings and cell line genomic features, predict the synergy score measuring deviation from expected non-interaction effect. (1) Drug 1: CCCCC(=O)OCC(=O)C1(CC(C2=C(C1)C(=C3C(=C2O)C(=O)C4=C(C3=O)C=CC=C4OC)O)OC5CC(C(C(O5)C)O)NC(=O)C(F)(F)F)O. Drug 2: C1=NC2=C(N=C(N=C2N1C3C(C(C(O3)CO)O)F)Cl)N. Cell line: MCF7. Synergy scores: CSS=24.5, Synergy_ZIP=-1.35, Synergy_Bliss=-2.32, Synergy_Loewe=-4.53, Synergy_HSA=-3.78. (2) Drug 1: CC1=C(C(=O)C2=C(C1=O)N3CC4C(C3(C2COC(=O)N)OC)N4)N. Drug 2: CC1C(C(CC(O1)OC2CC(CC3=C2C(=C4C(=C3O)C(=O)C5=C(C4=O)C(=CC=C5)OC)O)(C(=O)CO)O)N)O.Cl. Cell line: HT29. Synergy scores: CSS=41.1, Synergy_ZIP=1.38, Synergy_Bliss=1.48, Synergy_Loewe=-3.71, Synergy_HSA=4.05. (3) Drug 1: C1=NC2=C(N1)C(=S)N=CN2. Drug 2: COC1=C2C(=CC3=C1OC=C3)C=CC(=O)O2. Cell line: SF-539. Synergy scores: CSS=35.1, Synergy_ZIP=4.61, Synergy_Bliss=10.2, Synergy_Loewe=-10.6, Synergy_HSA=5.17. (4) Drug 1: CC1=CC2C(CCC3(C2CCC3(C(=O)C)OC(=O)C)C)C4(C1=CC(=O)CC4)C. Drug 2: CCC(=C(C1=CC=CC=C1)C2=CC=C(C=C2)OCCN(C)C)C3=CC=CC=C3.C(C(=O)O)C(CC(=O)O)(C(=O)O)O. Cell line: SF-295. Synergy scores: CSS=-4.10, Synergy_ZIP=0.790, Synergy_Bliss=-2.80, Synergy_Loewe=-4.45, Synergy_HSA=-5.60. (5) Drug 1: C1CCN(CC1)CCOC2=CC=C(C=C2)C(=O)C3=C(SC4=C3C=CC(=C4)O)C5=CC=C(C=C5)O. Drug 2: CC1=C(C=C(C=C1)C(=O)NC2=CC(=CC(=C2)C(F)(F)F)N3C=C(N=C3)C)NC4=NC=CC(=N4)C5=CN=CC=C5. Cell line: SK-MEL-28. Synergy scores: CSS=-3.68, Synergy_ZIP=5.94, Synergy_Bliss=9.74, Synergy_Loewe=0.122, Synergy_HSA=1.54. (6) Drug 1: C1CCC(C1)C(CC#N)N2C=C(C=N2)C3=C4C=CNC4=NC=N3. Drug 2: B(C(CC(C)C)NC(=O)C(CC1=CC=CC=C1)NC(=O)C2=NC=CN=C2)(O)O. Cell line: COLO 205. Synergy scores: CSS=-1.25, Synergy_ZIP=5.31, Synergy_Bliss=5.23, Synergy_Loewe=-1.94, Synergy_HSA=-3.53.